The task is: Regression. Given a peptide amino acid sequence and an MHC pseudo amino acid sequence, predict their binding affinity value. This is MHC class I binding data.. This data is from Peptide-MHC class I binding affinity with 185,985 pairs from IEDB/IMGT. (1) The peptide sequence is IMRRNGLAI. The MHC is H-2-Kb with pseudo-sequence H-2-Kb. The binding affinity (normalized) is 0.435. (2) The peptide sequence is KQITNELNYV. The MHC is HLA-A02:03 with pseudo-sequence HLA-A02:03. The binding affinity (normalized) is 0.708. (3) The peptide sequence is IETALRTLI. The MHC is HLA-B44:03 with pseudo-sequence HLA-B44:03. The binding affinity (normalized) is 0.289. (4) The peptide sequence is LAIPPTAGIL. The MHC is HLA-B08:01 with pseudo-sequence HLA-B08:01. The binding affinity (normalized) is 0.228. (5) The peptide sequence is VPHVIEEVM. The binding affinity (normalized) is 0.466. The MHC is HLA-B07:02 with pseudo-sequence HLA-B07:02. (6) The peptide sequence is RRMATTFTF. The MHC is HLA-B57:01 with pseudo-sequence HLA-B57:01. The binding affinity (normalized) is 0.0847. (7) The peptide sequence is RMYSPTSI. The MHC is Mamu-A2201 with pseudo-sequence Mamu-A2201. The binding affinity (normalized) is 0.00881. (8) The peptide sequence is CAVNTPVSMT. The MHC is HLA-A02:03 with pseudo-sequence HLA-A02:03. The binding affinity (normalized) is 0.173.